This data is from Full USPTO retrosynthesis dataset with 1.9M reactions from patents (1976-2016). The task is: Predict the reactants needed to synthesize the given product. Given the product [CH2:1]([O:3][C:4](=[O:41])[C:5]([CH3:40])([CH3:39])[CH2:6][CH2:7][CH2:8][CH2:9][CH2:10][CH2:11][C:12](=[O:43])[CH2:13][CH2:14][CH2:15][CH2:16][CH2:17][CH2:18][C:19]([CH3:26])([CH3:25])[C:20]([O:22][CH2:23][CH3:24])=[O:21])[CH3:2], predict the reactants needed to synthesize it. The reactants are: [CH2:1]([O:3][C:4](=[O:41])[C:5]([CH3:40])([CH3:39])[CH2:6][CH2:7][CH2:8][CH2:9][CH2:10][CH2:11][C:12]([N+]#[C-])(S(C1C=CC(C)=CC=1)(=O)=O)[CH2:13][CH2:14][CH2:15][CH2:16][CH2:17][CH2:18][C:19]([CH3:26])([CH3:25])[C:20]([O:22][CH2:23][CH3:24])=[O:21])[CH3:2].Cl.[OH2:43].